This data is from Catalyst prediction with 721,799 reactions and 888 catalyst types from USPTO. The task is: Predict which catalyst facilitates the given reaction. (1) Reactant: [O:1]=[S:2]1(=[O:49])[CH2:7][CH2:6][N:5]([CH2:8][CH2:9][NH:10][C@:11]23[CH2:45][CH2:44][C@@H:43]([C:46]([CH3:48])=[CH2:47])[C@@H:12]2[C@@H:13]2[C@@:26]([CH3:29])([CH2:27][CH2:28]3)[C@@:25]3([CH3:30])[C@@H:16]([C@:17]4([CH3:42])[C@@H:22]([CH2:23][CH2:24]3)[C:21]([CH3:32])([CH3:31])[C:20]([C:33]3[CH2:38][CH2:37][CH:36]([C:39]([OH:41])=[O:40])[CH2:35][CH:34]=3)=[CH:19][CH2:18]4)[CH2:15][CH2:14]2)[CH2:4][CH2:3]1.C(N/C(=N/C(C)C)/O[CH2:56][CH2:57][Si:58]([CH3:61])([CH3:60])[CH3:59])(C)C.O1CCOCC1. Product: [O:49]=[S:2]1(=[O:1])[CH2:7][CH2:6][N:5]([CH2:8][CH2:9][NH:10][C@:11]23[CH2:45][CH2:44][C@@H:43]([C:46]([CH3:48])=[CH2:47])[C@@H:12]2[C@@H:13]2[C@@:26]([CH3:29])([CH2:27][CH2:28]3)[C@@:25]3([CH3:30])[C@@H:16]([C@:17]4([CH3:42])[C@@H:22]([CH2:23][CH2:24]3)[C:21]([CH3:32])([CH3:31])[C:20]([C:33]3[CH2:38][CH2:37][CH:36]([C:39]([O:41][CH2:56][CH2:57][Si:58]([CH3:61])([CH3:60])[CH3:59])=[O:40])[CH2:35][CH:34]=3)=[CH:19][CH2:18]4)[CH2:15][CH2:14]2)[CH2:4][CH2:3]1. The catalyst class is: 1. (2) Reactant: [CH3:1][O:2][C:3]1[CH:8]=[C:7]([C:9](O)=[O:10])[CH:6]=[CH:5][C:4]=1[C:12]1[CH:17]=[CH:16][CH:15]=[CH:14][C:13]=1[C:18]([F:21])([F:20])[F:19].S(Cl)(Cl)=O.[CH:26]1[CH:27]=[CH:28][N:29]2[CH2:35][C:34]3[CH:36]=[CH:37][CH:38]=[CH:39][C:33]=3[NH:32][CH2:31][C:30]=12.C(N(CC)C(C)C)(C)C. Product: [CH:26]1[CH:27]=[CH:28][N:29]2[CH2:35][C:34]3[CH:36]=[CH:37][CH:38]=[CH:39][C:33]=3[N:32]([C:9]([C:7]3[CH:6]=[CH:5][C:4]([C:12]4[CH:17]=[CH:16][CH:15]=[CH:14][C:13]=4[C:18]([F:21])([F:20])[F:19])=[C:3]([O:2][CH3:1])[CH:8]=3)=[O:10])[CH2:31][C:30]=12. The catalyst class is: 885.